This data is from Forward reaction prediction with 1.9M reactions from USPTO patents (1976-2016). The task is: Predict the product of the given reaction. (1) Given the reactants [CH2:1]([OH:8])[C:2]([NH2:7])([CH2:5][OH:6])[CH2:3][OH:4].[OH-].[K+].[C:11](#[N:14])[CH:12]=[CH2:13].Cl, predict the reaction product. The product is: [NH2:7][C:2]([CH2:5][O:6][CH2:13][CH2:12][C:11]#[N:14])([CH2:3][O:4][CH2:13][CH2:12][C:11]#[N:14])[CH2:1][O:8][CH2:13][CH2:12][C:11]#[N:14]. (2) Given the reactants [CH2:1]1[C:9]2[C:4](=[CH:5][C:6]([C:10]([O:12]C)=[O:11])=[CH:7][CH:8]=2)[CH2:3][NH:2]1.Cl[C:15]1[N:20]=[C:19](Cl)[N:18]=[C:17]([CH3:22])[N:16]=1.C([N:26](C(C)C)CC)(C)C.[OH-].[NH4+], predict the reaction product. The product is: [NH2:26][C:19]1[N:18]=[C:17]([CH3:22])[N:16]=[C:15]([N:2]2[CH2:3][C:4]3[C:9](=[CH:8][CH:7]=[C:6]([C:10]([OH:12])=[O:11])[CH:5]=3)[CH2:1]2)[N:20]=1. (3) Given the reactants [Cl:1][C:2]1[CH:7]=[CH:6][C:5]([NH:8][CH2:9][CH2:10][CH2:11][CH2:12][CH2:13][CH2:14]C23C=CC=CC2C(NC3=O)=O)=[CH:4][CH:3]=1.O.[NH2:27]N.CCO, predict the reaction product. The product is: [Cl:1][C:2]1[CH:3]=[CH:4][C:5]([NH:8][CH2:9][CH2:10][CH2:11][CH2:12][CH2:13][CH2:14][NH2:27])=[CH:6][CH:7]=1.[Cl:1][C:2]1[CH:7]=[CH:6][C:5]([NH2:8])=[CH:4][CH:3]=1.